This data is from Forward reaction prediction with 1.9M reactions from USPTO patents (1976-2016). The task is: Predict the product of the given reaction. Given the reactants [I:1][C:2]1[CH:6]=[CH:5][NH:4][N:3]=1.[F:7][C:8]1[CH:13]=[CH:12][C:11](B(O)O)=[CH:10][CH:9]=1, predict the reaction product. The product is: [F:7][C:8]1[CH:13]=[CH:12][C:11]([N:4]2[CH:5]=[CH:6][C:2]([I:1])=[N:3]2)=[CH:10][CH:9]=1.